From a dataset of Forward reaction prediction with 1.9M reactions from USPTO patents (1976-2016). Predict the product of the given reaction. (1) Given the reactants [CH3:1][C:2]1[C:6]([CH:7]([OH:36])[C:8]2[O:9][C:10]3[CH:16]=[CH:15][C:14]([CH2:17][C:18]([NH:20][CH:21]([C:28]4[CH:33]=[CH:32][C:31]([CH3:34])=[CH:30][C:29]=4[CH3:35])[C:22]4[CH:27]=[CH:26][CH:25]=[CH:24][CH:23]=4)=[O:19])=[CH:13][C:11]=3[CH:12]=2)=[C:5]([CH3:37])[O:4][N:3]=1.[NH2:38][C:39]([CH3:43])([CH3:42])[CH2:40]O.C(O)(C(F)(F)F)=O, predict the reaction product. The product is: [NH2:38][C:39]([CH3:43])([CH3:42])[CH2:40][O:36][CH:7]([C:6]1[C:2]([CH3:1])=[N:3][O:4][C:5]=1[CH3:37])[C:8]1[O:9][C:10]2[CH:16]=[CH:15][C:14]([CH2:17][C:18]([NH:20][CH:21]([C:28]3[CH:33]=[CH:32][C:31]([CH3:34])=[CH:30][C:29]=3[CH3:35])[C:22]3[CH:27]=[CH:26][CH:25]=[CH:24][CH:23]=3)=[O:19])=[CH:13][C:11]=2[CH:12]=1. (2) Given the reactants [CH3:1][C:2]1[CH:9]=[CH:8][CH:7]=[CH:6][C:3]=1[CH:4]=O.[F:10][C:11]1[CH:12]=[C:13]([NH2:17])[CH:14]=[CH:15][CH:16]=1.[Si]([C:22]#[N:23])(C)(C)C, predict the reaction product. The product is: [F:10][C:11]1[CH:12]=[C:13]([NH:17][CH:4]([C:3]2[CH:6]=[CH:7][CH:8]=[CH:9][C:2]=2[CH3:1])[C:22]#[N:23])[CH:14]=[CH:15][CH:16]=1. (3) Given the reactants [C:1]([O:5][C:6]([N:8]1[C:16]2[C:11](=[C:12]([Cl:17])[CH:13]=[CH:14][CH:15]=2)[CH:10]=[C:9]1B(O)O)=[O:7])([CH3:4])([CH3:3])[CH3:2].Br[C:22]1[CH:23]=[CH:24][C:25]([Cl:38])=[C:26]([S:28]([NH:31][CH:32]2[CH2:37][CH2:36][CH2:35][CH2:34][CH2:33]2)(=[O:30])=[O:29])[CH:27]=1.[F-].[Cs+], predict the reaction product. The product is: [C:1]([O:5][C:6]([N:8]1[C:16]2[C:11](=[C:12]([Cl:17])[CH:13]=[CH:14][CH:15]=2)[CH:10]=[C:9]1[C:22]1[CH:23]=[CH:24][C:25]([Cl:38])=[C:26]([S:28](=[O:29])(=[O:30])[NH:31][CH:32]2[CH2:37][CH2:36][CH2:35][CH2:34][CH2:33]2)[CH:27]=1)=[O:7])([CH3:4])([CH3:3])[CH3:2]. (4) The product is: [C:1]([O:10][C:23]([CH3:26])([CH3:25])[CH3:24])(=[O:9])[C:2]1[C:3](=[CH:5][CH:6]=[CH:7][CH:8]=1)[OH:4]. Given the reactants [C:1]([OH:10])(=[O:9])[C:2]1[C:3](=[CH:5][CH:6]=[CH:7][CH:8]=1)[OH:4].C(N1C=CN=C1)(N1C=CN=C1)=O.[C:23](O)([CH3:26])([CH3:25])[CH3:24].C1CCN2C(=NCCC2)CC1, predict the reaction product. (5) Given the reactants [C:1]([C:3]1[CH:4]=[CH:5][C:6]([CH3:26])=[C:7]([NH:9][C:10](=[O:25])[C:11]2[CH:16]=[CH:15][C:14]([O:17][CH2:18][C:19]3[CH:24]=[CH:23][CH:22]=[CH:21][N:20]=3)=[CH:13][CH:12]=2)[CH:8]=1)#[N:2].Cl.[NH2:28][OH:29].C([O-])(O)=O.[Na+], predict the reaction product. The product is: [OH:29][NH:28][C:1]([C:3]1[CH:4]=[CH:5][C:6]([CH3:26])=[C:7]([NH:9][C:10](=[O:25])[C:11]2[CH:16]=[CH:15][C:14]([O:17][CH2:18][C:19]3[CH:24]=[CH:23][CH:22]=[CH:21][N:20]=3)=[CH:13][CH:12]=2)[CH:8]=1)=[NH:2]. (6) Given the reactants [NH2:1][C:2]1[CH:7]=[CH:6][C:5]([Cl:8])=[CH:4][C:3]=1[C:9]([C:11]1[N:12]=[N:13][N:14]([CH3:16])[CH:15]=1)=[O:10].[C:17]([C:21]1[CH:26]=[CH:25][C:24]([S:27](Cl)(=[O:29])=[O:28])=[CH:23][CH:22]=1)([CH3:20])([CH3:19])[CH3:18], predict the reaction product. The product is: [C:17]([C:21]1[CH:26]=[CH:25][C:24]([S:27]([NH:1][C:2]2[CH:7]=[CH:6][C:5]([Cl:8])=[CH:4][C:3]=2[C:9]([C:11]2[N:12]=[N:13][N:14]([CH3:16])[CH:15]=2)=[O:10])(=[O:29])=[O:28])=[CH:23][CH:22]=1)([CH3:20])([CH3:18])[CH3:19]. (7) Given the reactants [Cl:1][C:2]1[CH:7]=[C:6]([C:8]([NH:10][C:11](=[N:14][C:15]2[CH:20]=[C:19]([C:21]([F:24])([F:23])[F:22])[CH:18]=[C:17]([O:25][CH3:26])[CH:16]=2)SC)=O)[CH:5]=[C:4]([CH3:27])[N:3]=1.[NH:28]([CH2:30][C@@H:31]([OH:34])[CH2:32][CH3:33])[NH2:29], predict the reaction product. The product is: [Cl:1][C:2]1[CH:7]=[C:6]([C:8]2[N:28]([CH2:30][C@@H:31]([OH:34])[CH2:32][CH3:33])[N:29]=[C:11]([NH:14][C:15]3[CH:20]=[C:19]([C:21]([F:24])([F:23])[F:22])[CH:18]=[C:17]([O:25][CH3:26])[CH:16]=3)[N:10]=2)[CH:5]=[C:4]([CH3:27])[N:3]=1. (8) Given the reactants [O:1]1[C:5]2[CH:6]=[CH:7][CH:8]=[CH:9][C:4]=2[N:3]=[C:2]1[C:10]1[CH:30]=[CH:29][C:13]2[N:14]([CH2:18][C:19]3[CH:24]=[CH:23][CH:22]=[C:21]([C:25]([O:27]C)=[O:26])[CH:20]=3)[C:15]([CH3:17])=[N:16][C:12]=2[CH:11]=1.[OH-].[Na+].CO, predict the reaction product. The product is: [O:1]1[C:5]2[CH:6]=[CH:7][CH:8]=[CH:9][C:4]=2[N:3]=[C:2]1[C:10]1[CH:30]=[CH:29][C:13]2[N:14]([CH2:18][C:19]3[CH:24]=[CH:23][CH:22]=[C:21]([C:25]([OH:27])=[O:26])[CH:20]=3)[C:15]([CH3:17])=[N:16][C:12]=2[CH:11]=1. (9) Given the reactants [NH2:1][C:2]1[C:11]([F:12])=[C:10](F)[C:9]([O:14][CH3:15])=[C:8]2[C:3]=1[C:4](=[O:22])[C:5]([C:19]([OH:21])=[O:20])=[CH:6][N:7]2[CH:16]1[CH2:18][CH2:17]1.Cl.[CH2:24]([O:26][C:27](=[O:31])[CH2:28][CH2:29][NH2:30])[CH3:25].C(N(CC)CC)C.Cl, predict the reaction product. The product is: [NH2:1][C:2]1[C:11]([F:12])=[C:10]([NH:30][CH2:29][CH2:28][C:27]([O:26][CH2:24][CH3:25])=[O:31])[C:9]([O:14][CH3:15])=[C:8]2[C:3]=1[C:4](=[O:22])[C:5]([C:19]([OH:21])=[O:20])=[CH:6][N:7]2[CH:16]1[CH2:18][CH2:17]1.